From a dataset of Peptide-MHC class I binding affinity with 185,985 pairs from IEDB/IMGT. Regression. Given a peptide amino acid sequence and an MHC pseudo amino acid sequence, predict their binding affinity value. This is MHC class I binding data. (1) The peptide sequence is WMACNSAAF. The MHC is BoLA-HD6 with pseudo-sequence BoLA-HD6. The binding affinity (normalized) is 0.325. (2) The peptide sequence is LLDAHIPQL. The MHC is HLA-A02:02 with pseudo-sequence HLA-A02:02. The binding affinity (normalized) is 0.963.